Dataset: NCI-60 drug combinations with 297,098 pairs across 59 cell lines. Task: Regression. Given two drug SMILES strings and cell line genomic features, predict the synergy score measuring deviation from expected non-interaction effect. (1) Drug 1: CN(CC1=CN=C2C(=N1)C(=NC(=N2)N)N)C3=CC=C(C=C3)C(=O)NC(CCC(=O)O)C(=O)O. Drug 2: C1CN(P(=O)(OC1)NCCCl)CCCl. Cell line: SK-OV-3. Synergy scores: CSS=28.7, Synergy_ZIP=-6.49, Synergy_Bliss=1.07, Synergy_Loewe=-2.41, Synergy_HSA=-2.41. (2) Drug 1: C#CCC(CC1=CN=C2C(=N1)C(=NC(=N2)N)N)C3=CC=C(C=C3)C(=O)NC(CCC(=O)O)C(=O)O. Drug 2: CC(C)CN1C=NC2=C1C3=CC=CC=C3N=C2N. Cell line: NCI-H226. Synergy scores: CSS=-9.63, Synergy_ZIP=3.60, Synergy_Bliss=-1.75, Synergy_Loewe=-6.70, Synergy_HSA=-8.39. (3) Drug 1: C1CC(C1)(C(=O)O)C(=O)O.[NH2-].[NH2-].[Pt+2]. Drug 2: C1=CC=C(C(=C1)C(C2=CC=C(C=C2)Cl)C(Cl)Cl)Cl. Cell line: UACC-257. Synergy scores: CSS=2.23, Synergy_ZIP=-1.26, Synergy_Bliss=-1.35, Synergy_Loewe=-2.33, Synergy_HSA=-1.17. (4) Drug 1: C1=NC2=C(N1)C(=S)N=C(N2)N. Drug 2: CC(C)(C#N)C1=CC(=CC(=C1)CN2C=NC=N2)C(C)(C)C#N. Cell line: NCI-H226. Synergy scores: CSS=14.8, Synergy_ZIP=-5.08, Synergy_Bliss=0.729, Synergy_Loewe=1.39, Synergy_HSA=1.16. (5) Drug 1: CN1C2=C(C=C(C=C2)N(CCCl)CCCl)N=C1CCCC(=O)O.Cl. Drug 2: C1=NC2=C(N=C(N=C2N1C3C(C(C(O3)CO)O)F)Cl)N. Cell line: SK-MEL-5. Synergy scores: CSS=18.1, Synergy_ZIP=-14.0, Synergy_Bliss=-9.89, Synergy_Loewe=-12.0, Synergy_HSA=-7.19. (6) Drug 1: C1=C(C(=O)NC(=O)N1)N(CCCl)CCCl. Drug 2: C1CCC(C(C1)N)N.C(=O)(C(=O)[O-])[O-].[Pt+4]. Cell line: SF-268. Synergy scores: CSS=37.9, Synergy_ZIP=-5.04, Synergy_Bliss=-3.49, Synergy_Loewe=-4.42, Synergy_HSA=-2.29. (7) Drug 1: C1=CN(C(=O)N=C1N)C2C(C(C(O2)CO)O)O.Cl. Drug 2: CC1C(C(CC(O1)OC2CC(CC3=C2C(=C4C(=C3O)C(=O)C5=CC=CC=C5C4=O)O)(C(=O)C)O)N)O. Cell line: MALME-3M. Synergy scores: CSS=56.6, Synergy_ZIP=-9.07, Synergy_Bliss=-6.69, Synergy_Loewe=-36.8, Synergy_HSA=-2.09. (8) Drug 1: C1CC(C1)(C(=O)O)C(=O)O.[NH2-].[NH2-].[Pt+2]. Drug 2: CC1=C(N=C(N=C1N)C(CC(=O)N)NCC(C(=O)N)N)C(=O)NC(C(C2=CN=CN2)OC3C(C(C(C(O3)CO)O)O)OC4C(C(C(C(O4)CO)O)OC(=O)N)O)C(=O)NC(C)C(C(C)C(=O)NC(C(C)O)C(=O)NCCC5=NC(=CS5)C6=NC(=CS6)C(=O)NCCC[S+](C)C)O. Cell line: M14. Synergy scores: CSS=19.3, Synergy_ZIP=-5.49, Synergy_Bliss=-2.00, Synergy_Loewe=-7.30, Synergy_HSA=0.0420. (9) Drug 1: CC1OCC2C(O1)C(C(C(O2)OC3C4COC(=O)C4C(C5=CC6=C(C=C35)OCO6)C7=CC(=C(C(=C7)OC)O)OC)O)O. Drug 2: CN(C)C1=NC(=NC(=N1)N(C)C)N(C)C. Cell line: KM12. Synergy scores: CSS=32.7, Synergy_ZIP=-2.92, Synergy_Bliss=-5.72, Synergy_Loewe=3.80, Synergy_HSA=3.72.